Dataset: Full USPTO retrosynthesis dataset with 1.9M reactions from patents (1976-2016). Task: Predict the reactants needed to synthesize the given product. (1) Given the product [F:1][C:2]([F:31])([F:32])[C:3]([NH:5][CH2:6][CH2:7][CH2:8][S:9][C@H:10]1[CH2:27][CH2:26][C@@:25]2([CH3:28])[CH:12](/[C:13](=[N:34]/[OH:35])/[CH2:14][C@@H:15]3[C@@H:24]2[CH2:23][CH2:22][C@@:20]2([CH3:21])[C@H:16]3[CH2:17][CH2:18][C:19]2=[O:29])[CH2:11]1)=[O:4], predict the reactants needed to synthesize it. The reactants are: [F:1][C:2]([F:32])([F:31])[C:3]([NH:5][CH2:6][CH2:7][CH2:8][S:9][C@H:10]1[CH2:27][CH2:26][C@@:25]2([CH3:28])[CH:12]([C:13](=O)[CH2:14][C@@H:15]3[C@@H:24]2[CH2:23][CH2:22][C@@:20]2([CH3:21])[C@H:16]3[CH2:17][CH2:18][C:19]2=[O:29])[CH2:11]1)=[O:4].Cl.[NH2:34][OH:35]. (2) Given the product [N:23]1[CH:28]=[CH:27][CH:26]=[C:25]([C:7]2[CH:8]3[CH2:15][CH:12]([CH2:13][CH:14]=2)[CH2:11][N:10]([C:16]([O:18][CH2:19][CH3:20])=[O:17])[CH2:9]3)[CH:24]=1, predict the reactants needed to synthesize it. The reactants are: FC(F)(F)S(O[C:7]1[CH:8]2[CH2:15][CH:12]([CH2:13][CH:14]=1)[CH2:11][N:10]([C:16]([O:18][CH2:19][CH3:20])=[O:17])[CH2:9]2)(=O)=O.[N:23]1[CH:28]=[CH:27][CH:26]=[C:25](B(O)O)[CH:24]=1.[Cl-].[Li+]. (3) Given the product [Cl:54][C:6]1[CH:7]=[C:8]([C:9]2[O:13][C:12](=[O:14])[N:11]([CH3:15])[N:10]=2)[C:3]([CH2:1][CH3:2])=[CH:4][N:5]=1, predict the reactants needed to synthesize it. The reactants are: [CH2:1]([C:3]1[CH:4]=[N:5][CH:6]=[CH:7][C:8]=1[C:9]1[O:13][C:12](=[O:14])[N:11]([CH3:15])[N:10]=1)[CH3:2].C(OC(=O)C1C=CN=CC=1CC)C.C(C1C=[N+]([O-])C=CC=1C1OC(=O)N(C)N=1)C.OO.C(=O)([O-])[O-].[K+].[K+].C(Cl)[Cl:54]. (4) Given the product [Cl:32][C:33]1[CH:34]=[CH:35][C:36]([C:39]2[CH:44]=[CH:43][C:42]([C:6]([NH:8][CH:9]3[CH2:14][CH2:13][CH2:12][N:11]([C:15]4[CH:24]=[CH:23][CH:22]=[CH:21][C:16]=4[C:17]([O:19][CH3:20])=[O:18])[CH2:10]3)=[O:7])=[CH:41][CH:40]=2)=[CH:37][CH:38]=1, predict the reactants needed to synthesize it. The reactants are: C(O[C:6]([NH:8][CH:9]1[CH2:14][CH2:13][CH2:12][N:11]([C:15]2[CH:24]=[CH:23][CH:22]=[CH:21][C:16]=2[C:17]([O:19][CH3:20])=[O:18])[CH2:10]1)=[O:7])(C)(C)C.FC(F)(F)C(O)=O.[Cl:32][C:33]1[CH:38]=[CH:37][C:36]([C:39]2[CH:44]=[CH:43][C:42](C(O)=O)=[CH:41][CH:40]=2)=[CH:35][CH:34]=1.O.ON1C2C=CC=CC=2N=N1.CN1CCOCC1.Cl.CN(C)CCCN=C=NCC. (5) Given the product [F:9][C:10]1[CH:11]=[C:12]2[C:17](=[C:18]([N+:7]([O-:8])=[O:6])[CH:19]=1)[N:16]([CH:20]=[O:21])[CH:15]([CH3:22])[CH2:14][CH2:13]2, predict the reactants needed to synthesize it. The reactants are: F[B-](F)(F)F.[O:6]=[N+:7]=[O:8].[F:9][C:10]1[CH:11]=[C:12]2[C:17](=[CH:18][CH:19]=1)[N:16]([CH:20]=[O:21])[CH:15]([CH3:22])[CH2:14][CH2:13]2. (6) Given the product [Br:1][C:2]1[CH:3]=[C:4](/[CH:9]=[CH:10]/[C:11]([NH:13][C:14]2([C:20]([NH:22][CH2:23][CH2:24][C:25]3[C:33]4[C:28](=[CH:29][CH:30]=[C:31]([F:34])[CH:32]=4)[NH:27][CH:26]=3)=[O:21])[CH2:19][CH2:18][N:17]([C:46](=[O:47])[C:45]([F:56])([F:55])[F:44])[CH2:16][CH2:15]2)=[O:12])[CH:5]=[CH:6][C:7]=1[F:8], predict the reactants needed to synthesize it. The reactants are: [Br:1][C:2]1[CH:3]=[C:4](/[CH:9]=[CH:10]/[C:11]([NH:13][C:14]2([C:20]([NH:22][CH2:23][CH2:24][C:25]3[C:33]4[C:28](=[CH:29][CH:30]=[C:31]([F:34])[CH:32]=4)[NH:27][CH:26]=3)=[O:21])[CH2:19][CH2:18][NH:17][CH2:16][CH2:15]2)=[O:12])[CH:5]=[CH:6][C:7]=1[F:8].CCN(C(C)C)C(C)C.[F:44][C:45]([F:56])([F:55])[C:46](O[C:46](=[O:47])[C:45]([F:56])([F:55])[F:44])=[O:47]. (7) Given the product [Br:19][C:20]1[CH:21]=[CH:22][C:23]2[N:24]([C:3]([C:5]3[CH:6]=[CH:9][CH:10]=[CH:11][CH:12]=3)=[C:2]([C:13]3[CH:14]=[CH:15][C:16]([CH:31]=[O:32])=[CH:17][CH:18]=3)[N:26]=2)[CH:25]=1, predict the reactants needed to synthesize it. The reactants are: Br[CH:2]([C:13]1[CH:18]=[CH:17][CH:16]=[CH:15][CH:14]=1)[C:3]([C:5]1[CH:12]=[CH:11][CH:10]=[CH:9][C:6]=1C=O)=O.[Br:19][C:20]1[CH:21]=[CH:22][C:23]([NH2:26])=[N:24][CH:25]=1.O.CN([CH:31]=[O:32])C. (8) Given the product [Br:1][C:2]1[CH:7]=[N:6][C:5]([C:8]2[N:9]([CH3:51])[C:10]3[C:15]([C:16]=2[CH:17]2[CH2:18][CH2:19][CH2:20][CH2:21]2)=[CH:14][CH:13]=[C:12]([C:22]([NH:24][C:25]2([C:29]4[N:33]([CH3:34])[C:32]5[CH:35]=[C:36](/[CH:39]=[CH:40]/[C:41]([OH:43])=[O:42])[CH:37]=[CH:38][C:31]=5[N:30]=4)[CH2:28][CH2:27][CH2:26]2)=[O:23])[CH:11]=3)=[N:4][CH:3]=1, predict the reactants needed to synthesize it. The reactants are: [Br:1][C:2]1[CH:3]=[N:4][C:5]([C:8]2[N:9](O)[C:10]3[C:15]([C:16]=2[CH:17]2[CH2:21][CH2:20][CH2:19][CH2:18]2)=[CH:14][CH:13]=[C:12]([C:22]([NH:24][C:25]2([C:29]4[N:33]([CH3:34])[C:32]5[CH:35]=[C:36](/[CH:39]=[CH:40]/[C:41]([O:43]CCCC)=[O:42])[CH:37]=[CH:38][C:31]=5[N:30]=4)[CH2:28][CH2:27][CH2:26]2)=[O:23])[CH:11]=3)=[N:6][CH:7]=1.[OH-].[Na+].[C:51](O)(=O)C.